From a dataset of Peptide-MHC class I binding affinity with 185,985 pairs from IEDB/IMGT. Regression. Given a peptide amino acid sequence and an MHC pseudo amino acid sequence, predict their binding affinity value. This is MHC class I binding data. (1) The peptide sequence is EVLKAMSLY. The MHC is HLA-A02:11 with pseudo-sequence HLA-A02:11. The binding affinity (normalized) is 0.0847. (2) The peptide sequence is CFLVKLKHR. The MHC is HLA-A03:01 with pseudo-sequence HLA-A03:01. The binding affinity (normalized) is 0.0262. (3) The peptide sequence is ELKHGLLDSI. The MHC is HLA-A02:06 with pseudo-sequence HLA-A02:06. The binding affinity (normalized) is 0.334. (4) The peptide sequence is LAARLKRSA. The MHC is HLA-A02:02 with pseudo-sequence HLA-A02:02. The binding affinity (normalized) is 0. (5) The peptide sequence is PIQKETWETW. The MHC is HLA-B40:02 with pseudo-sequence HLA-B40:02. The binding affinity (normalized) is 0.